Predict which catalyst facilitates the given reaction. From a dataset of Catalyst prediction with 721,799 reactions and 888 catalyst types from USPTO. Reactant: [Cl:1][C:2]1[NH:7][C:6](=[O:8])[NH:5][C:4](=[O:9])[CH:3]=1.C(=O)([O-])[O-].[K+].[K+].I[CH2:17][CH2:18][CH3:19].[OH-].[Na+]. Product: [Cl:1][C:2]1[N:7]([CH2:17][CH2:18][CH3:19])[C:6](=[O:8])[NH:5][C:4](=[O:9])[CH:3]=1. The catalyst class is: 16.